From a dataset of Orexin1 receptor HTS with 218,158 compounds and 233 confirmed actives. Binary Classification. Given a drug SMILES string, predict its activity (active/inactive) in a high-throughput screening assay against a specified biological target. (1) The molecule is s1c2c(CCCC2)c(c1NC(=O)Cc1cc(OC)c(OC)cc1)C(=O)N. The result is 0 (inactive). (2) The molecule is s1c(NC(=O)CSC=2SCCN2)c(cc1C)C(OCC)=O. The result is 0 (inactive). (3) The drug is Fc1ccc(N(CN2CCCC2=O)C(=O)c2ccc(OC(C)C)cc2)cc1. The result is 0 (inactive). (4) The drug is S(=O)(=O)(NC(c1ccccc1)C)c1ccc(OCC(=O)Nc2cc([N+]([O-])=O)ccc2)cc1. The result is 1 (active).